Dataset: Reaction yield outcomes from USPTO patents with 853,638 reactions. Task: Predict the reaction yield, written as a fraction of the theoretical maximum amount of product (1.0 means a 100% yield; for example, 0.34 means a 34% yield). (1) The reactants are C[O:2][C:3]([C:5]1[CH:9]=[C:8]([Br:10])[O:7][C:6]=1[CH2:11][NH:12][CH2:13][C:14]1[CH:19]=[CH:18][C:17]([O:20][CH3:21])=[CH:16][CH:15]=1)=[O:4].[Li+].[OH-].C1COCC1. The catalyst is O. The product is [Br:10][C:8]1[O:7][C:6]([CH2:11][NH:12][CH2:13][C:14]2[CH:19]=[CH:18][C:17]([O:20][CH3:21])=[CH:16][CH:15]=2)=[C:5]([C:3]([OH:4])=[O:2])[CH:9]=1. The yield is 0.990. (2) The reactants are [Cl:1][S:2]([OH:5])(=O)=[O:3].C[O:7][C:8](=[O:28])[CH:9]=[CH:10][C:11]1[CH:16]=[CH:15][CH:14]=[C:13](S(=O)(=O)NC2C=CC=C(Br)C=2)[CH:12]=1.Cl. No catalyst specified. The product is [Cl:1][S:2]([C:14]1[CH:15]=[CH:16][C:11]([CH:10]=[CH:9][C:8]([OH:28])=[O:7])=[CH:12][CH:13]=1)(=[O:5])=[O:3]. The yield is 0.200. (3) The reactants are [C:1]([C:3]1[CH:24]=[CH:23][C:6]([CH:7]=[C:8]([C:14](=O)[CH:15]([O:19][CH2:20][CH3:21])[O:16][CH2:17][CH3:18])[C:9]([O:11][CH2:12][CH3:13])=[O:10])=[C:5]([O:25][CH3:26])[CH:4]=1)#[N:2].[NH2:27][C:28]([CH3:33])=[CH:29][C:30](=[O:32])[CH3:31]. The catalyst is C(O)(C)C. The product is [C:30]([C:29]1[CH:7]([C:6]2[CH:23]=[CH:24][C:3]([C:1]#[N:2])=[CH:4][C:5]=2[O:25][CH3:26])[C:8]([C:9]([O:11][CH2:12][CH3:13])=[O:10])=[C:14]([CH:15]([O:19][CH2:20][CH3:21])[O:16][CH2:17][CH3:18])[NH:27][C:28]=1[CH3:33])(=[O:32])[CH3:31]. The yield is 0.286. (4) The reactants are [CH3:1][O:2][C:3]1[CH:12]=[C:11]([CH3:13])[C:10]2[N:9](COCC[Si](C)(C)C)[C:8](=[O:22])[C:7]3[S:23][C:24]([CH3:26])=[CH:25][C:6]=3[C:5]=2[C:4]=1[C:27]1[CH:32]=[CH:31][C:30]([C@@H:33]([CH3:43])[CH2:34][NH:35]C(=O)OC(C)(C)C)=[CH:29][CH:28]=1.FC(F)(F)C(O)=O.C(Cl)[Cl:52]. No catalyst specified. The product is [ClH:52].[NH2:35][CH2:34][C@@H:33]([C:30]1[CH:29]=[CH:28][C:27]([C:4]2[C:5]3[C:6]4[CH:25]=[C:24]([CH3:26])[S:23][C:7]=4[C:8](=[O:22])[NH:9][C:10]=3[C:11]([CH3:13])=[CH:12][C:3]=2[O:2][CH3:1])=[CH:32][CH:31]=1)[CH3:43]. The yield is 0.300. (5) The reactants are [CH3:1][NH2:2].[C:3]([CH2:11][C:12]([O:14][CH2:15][CH3:16])=[O:13])(=O)[C:4]1[CH:9]=[CH:8][CH:7]=[CH:6][CH:5]=1.CC(O)=O.CN.CC(O)=O. The catalyst is C1COCC1.CCO. The product is [CH3:1][NH:2]/[C:3](/[C:4]1[CH:9]=[CH:8][CH:7]=[CH:6][CH:5]=1)=[CH:11]\[C:12]([O:14][CH2:15][CH3:16])=[O:13]. The yield is 0.990. (6) The reactants are [H-].[Na+].O1CCCC1.[Cl:8][C:9]1[CH:14]=[CH:13][C:12]([S:15]([CH:18]([C:29]2[CH:34]=[C:33]([F:35])[CH:32]=[CH:31][C:30]=2[F:36])[CH2:19][CH2:20][CH2:21][NH:22][C:23](=[O:28])[O:24][CH2:25][CH2:26]I)(=[O:17])=[O:16])=[CH:11][CH:10]=1.O. The catalyst is C(OCC)(=O)C.CCCCCC.CCCCCC. The product is [Cl:8][C:9]1[CH:14]=[CH:13][C:12]([S:15]([CH:18]([C:29]2[CH:34]=[C:33]([F:35])[CH:32]=[CH:31][C:30]=2[F:36])[CH2:19][CH2:20][CH2:21][N:22]2[CH2:26][CH2:25][O:24][C:23]2=[O:28])(=[O:17])=[O:16])=[CH:11][CH:10]=1. The yield is 0.430.